From a dataset of Drug-target binding data from BindingDB using Ki measurements. Regression. Given a target protein amino acid sequence and a drug SMILES string, predict the binding affinity score between them. We predict pKi (pKi = -log10(Ki in M); higher means stronger inhibition). Dataset: bindingdb_ki. (1) The compound is C#CCN[C@@H]1CCc2ccccc21. The target protein sequence is MSNKCDVVVVGGGISGMAAAKLLHDSGLNVVVLEARDRVGGRTYTLRNQKVKYVDLGGSYVGPTQNRILRLAKELGLETYKVNEVERLIHHVKGKSYPFRGPFPPVWNPITYLDHNNFWRTMDDMGREIPSDAPWKAPLAEEWDNMTMKELLDKLCWTESAKQLATLFVNLCVTAETHEVSALWFLWYVKQCGGTTRIFSTTNGGQERKFVGGSGQVSERIMDLLGDRVKLERPVIYIDQTRENVLVETLNHEMYEAKYVISAIPPTLGMKIHFNPPLPMMRNQMITRVPLGSVIKCIVYYKEPFWRKKDYCGTMIIDGEEAPVAYTLDDTKPEGNYAAIMGFILAHKARKLARLTKEERLKKLCELYAKVLGSLEALEPVHYEEKNWCEEQYSGGCYTTYFPPGILTQYGRVLRQPVDRIYFAGTETATHWSGYMEGAVEAGERAAREILHAMGKIPEDEIWQSEPESVDVPAQPITTTFLERHLPSVPGLLRLIGLTT.... The pKi is 6.3. (2) The small molecule is O=C(O)C(=O)Nc1sc2c(c1C(=O)O)CCS(=O)(=O)C2. The target protein sequence is MDSWFILVLLGSGLICVSANNATTVAPSVGITRLINSSTAEPVKEEAKTSNPTSSLTSLSVAPTFSPNITLGPTYLTTVNSSDSDNGTTRTASTNSIGITISPNGTWLPDNQFTDARTEPWEGNSSTAATTPETFPPSDETPIIAVMVALSSLLVIVFIIIVLYMLRFKKYKQAGSHSNSKQAGSHSNSFRLSNGRTEDVEPQSVPLLARSPSTNRKYPPLPVDKLEEEINRRMADDNKLFREEFNALPACPIQATCEAASKEENKEKNRYVNILPYDHSRVHLTPVEGVPDSDYINASFINGYQEKNKFIAAQGPKEETVNDFWRMIWEQNTATIVMVTNLKERKECKCAQYWPDQGCWTYGNIRVSVEDVTVLVDYTVRKFCIQQVGDMTNRKPQRLITQFHFTSWPDFGVPFTPIGMLKFLKKVKACNPQYAGAIVVHCSAGVGRTGTFVVIDAMLDMMHTERKVDVYGFVSRIRAQRCQMVQTDMQYVFIYQALLE.... The pKi is 3.5. (3) The drug is COc1cc(COc2cc(N)c(Cl)cc2C(=O)CCC2CCN(CCNS(C)(=O)=O)CC2)cc(OC)c1. The target protein (P03528) has sequence MDPRLREEVVRLIIALTSDNGASLSKGLESRVSALEKTSQIHSDTILRITQGLDDANKRIIALEQSRDDLVASVSDAQLAISRLESSIGALQTVVNGLDSSVTQLGARVGQLETGLAELRVDHDNLVARVDTAERNIGSLTTELSTLTLRVTSIQADFESRISTLERTAVTSAGAPLSIRNNRMTMGLNDGLTLSGNNLAIRLPGNTGLNIQNGGLQFRFNTDQFQIVNNNLTLKTTVFDSINSRIGATEQSYVASAVTPLRLNSSTKVLDMLIDSSTLEINSSGQLTVRSTSPNLRYPIADVSGGIGMSPNYRFRQSMWIGIVSYSGSGLNWRVQVNSDIFIVDDYIHICLPAFDGFSIADGGDLSLNFVTGLLPPLLTGDTEPAFHNDVVTYGAQTVAIGLSSGGAPQYMSKNLWVEQWQDGVLRLRVEGGGSITHSNSKWPAMTVSYPRSFT. The pKi is 6.8. (4) The compound is CSC[C@H](NC(=O)COc1cccc2cnccc12)C(=O)N[C@@H](Cc1ccccc1)[C@H](O)C(=O)N1CSC[C@H]1C(=O)NC(C)(C)C. The target protein sequence is PQITLWKRPLVTIKIGGQLKEALLDTGADNTVIEEMSLPGRWKPKMIGGIGGFIKVRQYDQIIIEIAGHKAIGTVLVGPTPVNIIGRNLLTQIGATLNF. The pKi is 9.0.